This data is from Full USPTO retrosynthesis dataset with 1.9M reactions from patents (1976-2016). The task is: Predict the reactants needed to synthesize the given product. (1) Given the product [CH:1]1([N:6]2[CH2:12][C:11]([F:13])([F:14])[C:10](=[O:15])[N:9]([CH3:16])[C:8]3[CH:17]=[N:18][C:19]([NH:21][C:22]4[CH:30]=[CH:29][C:25]([C:26]([N:66]5[CH2:71][CH2:70][O:69][CH2:68][CH2:67]5)=[O:27])=[CH:24][C:23]=4[O:31][CH3:32])=[N:20][C:7]2=3)[CH2:5][CH2:4][CH2:3][CH2:2]1, predict the reactants needed to synthesize it. The reactants are: [CH:1]1([N:6]2[CH2:12][C:11]([F:14])([F:13])[C:10](=[O:15])[N:9]([CH3:16])[C:8]3[CH:17]=[N:18][C:19]([NH:21][C:22]4[CH:30]=[CH:29][C:25]([C:26](O)=[O:27])=[CH:24][C:23]=4[O:31][CH3:32])=[N:20][C:7]2=3)[CH2:5][CH2:4][CH2:3][CH2:2]1.F[P-](F)(F)(F)(F)F.CN(C(N(C)C)=[N+]1C2C(=NC=CC=2)[N+]([O-])=N1)C.C(N(C(C)C)C(C)C)C.[NH:66]1[CH2:71][CH2:70][O:69][CH2:68][CH2:67]1. (2) Given the product [CH:22]1([CH2:27][C@H:28]([N:6]2[CH:7]=[CH:8][C:3]([C:2]([F:1])([F:10])[F:11])=[CH:4][C:5]2=[O:9])[C:29]([O:31][CH3:32])=[O:30])[CH2:26][CH2:25][CH2:24][CH2:23]1, predict the reactants needed to synthesize it. The reactants are: [F:1][C:2]([F:11])([F:10])[C:3]1[CH:8]=[CH:7][NH:6][C:5](=[O:9])[CH:4]=1.C[Si]([N-][Si](C)(C)C)(C)C.[Li+].[CH:22]1([CH2:27][C@@H:28](OS(C(F)(F)F)(=O)=O)[C:29]([O:31][CH3:32])=[O:30])[CH2:26][CH2:25][CH2:24][CH2:23]1.